Dataset: Forward reaction prediction with 1.9M reactions from USPTO patents (1976-2016). Task: Predict the product of the given reaction. Given the reactants [NH:1]1[CH:5]=[CH:4][N:3]=[C:2]1[C:6]1[CH:12]=[CH:11][CH:10]=[CH:9][C:7]=1[NH2:8].C(O[C:16](=O)[CH2:17][C:18](=[O:24])[C:19]1[S:20][CH:21]=[CH:22][CH:23]=1)C, predict the reaction product. The product is: [N:1]1[CH:5]=[CH:4][N:3]2[C:2]=1[C:6]1[CH:12]=[CH:11][CH:10]=[CH:9][C:7]=1[N:8]=[C:16]2/[CH:17]=[C:18](/[C:19]1[S:20][CH:21]=[CH:22][CH:23]=1)\[OH:24].